Dataset: Reaction yield outcomes from USPTO patents with 853,638 reactions. Task: Predict the reaction yield, written as a fraction of the theoretical maximum amount of product (1.0 means a 100% yield; for example, 0.34 means a 34% yield). (1) The reactants are Br[C:2]1[C:3](=[O:15])[C:4]([CH3:14])([CH3:13])[O:5][C:6]=1[C:7]1[CH:12]=[CH:11][N:10]=[CH:9][CH:8]=1.[CH2:16]([O:23][C:24]1[CH:29]=[CH:28][C:27](B2OC(C)(C)C(C)(C)O2)=[CH:26][CH:25]=1)[C:17]1[CH:22]=[CH:21][CH:20]=[CH:19][CH:18]=1.C([O-])([O-])=O.[Cs+].[Cs+]. The catalyst is C1(C)C=CC=CC=1.O. The product is [CH2:16]([O:23][C:24]1[CH:29]=[CH:28][C:27]([C:2]2[C:3](=[O:15])[C:4]([CH3:14])([CH3:13])[O:5][C:6]=2[C:7]2[CH:12]=[CH:11][N:10]=[CH:9][CH:8]=2)=[CH:26][CH:25]=1)[C:17]1[CH:22]=[CH:21][CH:20]=[CH:19][CH:18]=1. The yield is 0.602. (2) The reactants are [N+:1]([C:4]1[CH:12]=[C:11]2[C:7]([C:8]([C:13]3[CH:18]=[CH:17][CH:16]=[CH:15][CH:14]=3)=[N:9][NH:10]2)=[CH:6][CH:5]=1)([O-])=O. The catalyst is [H][H].[Pd]. The product is [C:13]1([C:8]2[C:7]3[C:11](=[CH:12][C:4]([NH2:1])=[CH:5][CH:6]=3)[NH:10][N:9]=2)[CH:14]=[CH:15][CH:16]=[CH:17][CH:18]=1. The yield is 0.715. (3) The reactants are Cl[C:2]1[N:3]([C:13]2[CH:18]=[CH:17][C:16]([N:19]([CH3:21])[CH3:20])=[CH:15][CH:14]=2)[C:4]2[C:9]([C:10]=1[CH:11]=[O:12])=[CH:8][CH:7]=[CH:6][CH:5]=2.[NH:22]1[CH2:27][CH2:26][NH:25][CH2:24][CH2:23]1. No catalyst specified. The product is [CH3:20][N:19]([CH3:21])[C:16]1[CH:17]=[CH:18][C:13]([N:3]2[C:4]3[C:9](=[CH:8][CH:7]=[CH:6][CH:5]=3)[C:10]([CH:11]=[O:12])=[C:2]2[N:22]2[CH2:27][CH2:26][NH:25][CH2:24][CH2:23]2)=[CH:14][CH:15]=1. The yield is 0.510. (4) The reactants are [C:1]([C:5]1[CH:10]=[CH:9][CH:8]=[CH:7][C:6]=1[N:11]1[CH2:15][CH2:14][CH2:13][CH2:12]1)([CH3:4])([CH3:3])[CH3:2].OS(O)(=O)=O.[N+:21]([O-])([O-:23])=[O:22].[K+]. No catalyst specified. The product is [C:1]([C:5]1[CH:10]=[CH:9][C:8]([N+:21]([O-:23])=[O:22])=[CH:7][C:6]=1[N:11]1[CH2:12][CH2:13][CH2:14][CH2:15]1)([CH3:4])([CH3:2])[CH3:3]. The yield is 0.760. (5) The reactants are I[C:2]1[C:10]2[C:5](=[N:6][CH:7]=[C:8]([C:11]3[CH:12]=[C:13]([CH:28]=[CH:29][CH:30]=3)[O:14][CH:15]3[CH2:20][CH2:19][N:18]([C:21]([O:23][C:24]([CH3:27])([CH3:26])[CH3:25])=[O:22])[CH2:17][CH2:16]3)[CH:9]=2)[N:4]([S:31]([C:34]2[CH:40]=[CH:39][C:37]([CH3:38])=[CH:36][CH:35]=2)(=[O:33])=[O:32])[CH:3]=1.[CH2:41]([N:49]1[CH:53]=[C:52](B2OC(C)(C)C(C)(C)O2)[CH:51]=[N:50]1)[CH2:42][C:43]1[CH:48]=[CH:47][CH:46]=[CH:45][CH:44]=1.C(=O)([O-])[O-].[Na+].[Na+]. The catalyst is C1(C)C=CC=CC=1.C(O)C.O.Cl[Pd](Cl)([P](C1C=CC=CC=1)(C1C=CC=CC=1)C1C=CC=CC=1)[P](C1C=CC=CC=1)(C1C=CC=CC=1)C1C=CC=CC=1. The product is [CH2:41]([N:49]1[CH:53]=[C:52]([C:2]2[C:10]3[C:5](=[N:6][CH:7]=[C:8]([C:11]4[CH:12]=[C:13]([CH:28]=[CH:29][CH:30]=4)[O:14][CH:15]4[CH2:20][CH2:19][N:18]([C:21]([O:23][C:24]([CH3:27])([CH3:26])[CH3:25])=[O:22])[CH2:17][CH2:16]4)[CH:9]=3)[N:4]([S:31]([C:34]3[CH:40]=[CH:39][C:37]([CH3:38])=[CH:36][CH:35]=3)(=[O:33])=[O:32])[CH:3]=2)[CH:51]=[N:50]1)[CH2:42][C:43]1[CH:48]=[CH:47][CH:46]=[CH:45][CH:44]=1. The yield is 0.750. (6) The reactants are Cl.[Cl:2][C:3]1[C:4]([F:29])=[C:5]([CH:26]=[CH:27][CH:28]=1)[NH:6][C:7]1[C:16]2[C:11](=[CH:12][C:13]([O:24][CH3:25])=[C:14]([O:17][CH2:18][CH:19]3[CH2:23][CH2:22][NH:21][CH2:20]3)[CH:15]=2)[N:10]=[CH:9][N:8]=1.[CH3:30][S:31](Cl)(=[O:33])=[O:32]. No catalyst specified. The product is [Cl:2][C:3]1[C:4]([F:29])=[C:5]([CH:26]=[CH:27][CH:28]=1)[NH:6][C:7]1[C:16]2[C:11](=[CH:12][C:13]([O:24][CH3:25])=[C:14]([O:17][CH2:18][CH:19]3[CH2:23][CH2:22][N:21]([S:31]([CH3:30])(=[O:33])=[O:32])[CH2:20]3)[CH:15]=2)[N:10]=[CH:9][N:8]=1. The yield is 0.670. (7) The reactants are [Si:1]([O:18][CH2:19][CH2:20][CH2:21][CH2:22][CH2:23][CH2:24][CH2:25][C:26]#[C:27][CH2:28][CH2:29][CH2:30][CH2:31][O:32]C1CCCCO1)([C:14]([CH3:17])([CH3:16])[CH3:15])([C:8]1[CH:13]=[CH:12][CH:11]=[CH:10][CH:9]=1)[C:2]1[CH:7]=[CH:6][CH:5]=[CH:4][CH:3]=1.CC1C=CC(S([O-])(=O)=O)=CC=1.C1C=C[NH+]=CC=1. No catalyst specified. The product is [Si:1]([O:18][CH2:19][CH2:20][CH2:21][CH2:22][CH2:23][CH2:24][CH2:25][C:26]#[C:27][CH2:28][CH2:29][CH2:30][CH2:31][OH:32])([C:14]([CH3:16])([CH3:17])[CH3:15])([C:8]1[CH:9]=[CH:10][CH:11]=[CH:12][CH:13]=1)[C:2]1[CH:3]=[CH:4][CH:5]=[CH:6][CH:7]=1. The yield is 0.910.